From a dataset of Full USPTO retrosynthesis dataset with 1.9M reactions from patents (1976-2016). Predict the reactants needed to synthesize the given product. (1) Given the product [C:3]([C:7]1[CH:12]=[CH:11][CH:10]=[CH:9][C:8]=1[O:13][CH3:15])([CH3:6])([CH3:4])[CH3:5], predict the reactants needed to synthesize it. The reactants are: [OH-].[Na+].[C:3]([C:7]1[CH:12]=[CH:11][CH:10]=[CH:9][C:8]=1[OH:13])([CH3:6])([CH3:5])[CH3:4].I[CH3:15].O. (2) Given the product [F:24][C:19]1[CH:18]=[C:17]([CH3:16])[CH:23]=[CH:22][C:20]=1[NH:21][C:2]1[N:7]2[N:8]=[CH:9][CH:10]=[C:6]2[N:5]=[CH:4][C:3]=1[C:11]([O:13][CH2:14][CH3:15])=[O:12], predict the reactants needed to synthesize it. The reactants are: O[C:2]1[N:7]2[N:8]=[CH:9][CH:10]=[C:6]2[N:5]=[CH:4][C:3]=1[C:11]([O:13][CH2:14][CH3:15])=[O:12].[CH3:16][C:17]1[CH:23]=[CH:22][C:20]([NH2:21])=[C:19]([F:24])[CH:18]=1. (3) Given the product [Cl:46][C:47]1[CH:48]=[C:49]([CH:91]=[CH:92][CH:93]=1)[CH2:50][N:51]1[CH:55]=[C:54]([C:56]2[C:64]3[C:59](=[N:60][CH:61]=[C:62]([C:65]4[CH:66]=[CH:67][C:68]([N:71]5[CH2:72][CH2:73][N:74]([CH2:77][C@@H:78]([OH:80])[CH3:79])[CH2:75][CH2:76]5)=[N:69][CH:70]=4)[CH:63]=3)[NH:58][CH:57]=2)[CH:53]=[N:52]1, predict the reactants needed to synthesize it. The reactants are: Cl.FC1C=C(C=CC=1)CN1C=C(C2C3C(=NC=C(C4C=CC(C5CCNCC5)=CC=4)C=3)N(S(C3C=CC(C)=CC=3)(=O)=O)C=2)C=N1.[Cl:46][C:47]1[CH:48]=[C:49]([CH:91]=[CH:92][CH:93]=1)[CH2:50][N:51]1[CH:55]=[C:54]([C:56]2[C:64]3[C:59](=[N:60][CH:61]=[C:62]([C:65]4[CH:66]=[CH:67][C:68]([N:71]5[CH2:76][CH2:75][N:74]([CH2:77][C@@H:78]([OH:80])[CH3:79])[CH2:73][CH2:72]5)=[N:69][CH:70]=4)[CH:63]=3)[N:58](S(C3C=CC(C)=CC=3)(=O)=O)[CH:57]=2)[CH:53]=[N:52]1.[OH-].[Li+]. (4) Given the product [N+:1]([C:4]1[CH:5]=[C:6]([CH:12]=[CH:13][CH:14]=1)[C:7]([C:9](=[CH:22][NH:21][C:15]1[CH:20]=[CH:19][CH:18]=[CH:17][CH:16]=1)[C:10]#[N:11])=[O:8])([O-:3])=[O:2], predict the reactants needed to synthesize it. The reactants are: [N+:1]([C:4]1[CH:5]=[C:6]([CH:12]=[CH:13][CH:14]=1)[C:7]([CH2:9][C:10]#[N:11])=[O:8])([O-:3])=[O:2].[C:15]1([N:21](C2C=CC=CC=2)[CH:22]=N)[CH:20]=[CH:19][CH:18]=[CH:17][CH:16]=1. (5) Given the product [CH2:27]([N:24]1[C:5]2[N:6]=[C:7]([NH:10][C:11]3[CH:16]=[CH:15][C:14]([N:17]4[CH2:22][CH2:21][N:20]([CH3:23])[CH2:19][CH2:18]4)=[CH:13][CH:12]=3)[N:8]=[CH:9][C:4]=2[CH:3]=[C:2]([C:36]2[CH:37]=[CH:38][C:33]([S:30]([CH3:29])(=[O:32])=[O:31])=[CH:34][CH:35]=2)[C:25]1=[O:26])[CH3:28], predict the reactants needed to synthesize it. The reactants are: Br[C:2]1[C:25](=[O:26])[N:24]([CH2:27][CH3:28])[C:5]2[N:6]=[C:7]([NH:10][C:11]3[CH:16]=[CH:15][C:14]([N:17]4[CH2:22][CH2:21][N:20]([CH3:23])[CH2:19][CH2:18]4)=[CH:13][CH:12]=3)[N:8]=[CH:9][C:4]=2[CH:3]=1.[CH3:29][S:30]([C:33]1[CH:38]=[CH:37][C:36](B(O)O)=[CH:35][CH:34]=1)(=[O:32])=[O:31].[O-]P([O-])([O-])=O.[K+].[K+].[K+].CN(C)C=O. (6) Given the product [NH2:1][C:2]1[C:11]2[C:6](=[C:7]([C:21]3[CH:22]=[C:23]([CH3:26])[CH:24]=[CH:25][C:20]=3[F:19])[CH:8]=[CH:9][CH:10]=2)[N:5]=[N:4][C:3]=1[C:13]([NH:15][CH2:16][CH2:17][CH3:18])=[O:14], predict the reactants needed to synthesize it. The reactants are: [NH2:1][C:2]1[C:11]2[C:6](=[C:7](Br)[CH:8]=[CH:9][CH:10]=2)[N:5]=[N:4][C:3]=1[C:13]([NH:15][CH2:16][CH2:17][CH3:18])=[O:14].[F:19][C:20]1[CH:25]=[CH:24][C:23]([CH3:26])=[CH:22][C:21]=1B(O)O. (7) Given the product [CH:1]1([NH:6][C:7]2[N:12]=[C:11]([C:13]3[C:14]([CH2:22][CH:23]([CH3:25])[CH3:24])=[N:15][N:16]4[C:21]([S:47][CH3:46])=[CH:20][CH:19]=[CH:18][C:17]=34)[CH:10]=[CH:9][N:8]=2)[CH2:2][CH2:3][CH2:4][CH2:5]1, predict the reactants needed to synthesize it. The reactants are: [CH:1]1([NH:6][C:7]2[N:12]=[C:11]([C:13]3[C:14]([CH2:22][CH:23]([CH3:25])[CH3:24])=[N:15][N:16]4[CH:21]=[CH:20][CH:19]=[CH:18][C:17]=34)[CH:10]=[CH:9][N:8]=2)[CH2:5][CH2:4][CH2:3][CH2:2]1.C([N-]C(C)C)(C)C.[Li+].C([Li])CCC.C(NC(C)C)(C)C.[CH3:46][S:47]SC.